Dataset: Reaction yield outcomes from USPTO patents with 853,638 reactions. Task: Predict the reaction yield, written as a fraction of the theoretical maximum amount of product (1.0 means a 100% yield; for example, 0.34 means a 34% yield). (1) The reactants are [NH2:1][C@@H:2]([CH2:6][C:7]1[CH:12]=[CH:11][C:10]([I:13])=[CH:9][CH:8]=1)[C:3]([OH:5])=[O:4].S(Cl)([Cl:16])=O.[CH3:18]O. No catalyst specified. The product is [ClH:16].[NH2:1][C@@H:2]([CH2:6][C:7]1[CH:8]=[CH:9][C:10]([I:13])=[CH:11][CH:12]=1)[C:3]([O:5][CH3:18])=[O:4]. The yield is 0.990. (2) The reactants are [NH2:1][CH2:2][CH2:3][NH:4][C:5]1[N:10]=[C:9]([C:11]2[CH:16]=[CH:15][C:14]([Cl:17])=[CH:13][C:12]=2[Cl:18])[C:8]([CH2:19][N:20]2[CH2:25][CH2:24][O:23][CH2:22][CH2:21]2)=[CH:7][N:6]=1.Cl[C:27]1[CH:32]=[CH:31][C:30]([N+:33]([O-:35])=[O:34])=[CH:29][N:28]=1. No catalyst specified. The product is [Cl:18][C:12]1[CH:13]=[C:14]([Cl:17])[CH:15]=[CH:16][C:11]=1[C:9]1[C:8]([CH2:19][N:20]2[CH2:25][CH2:24][O:23][CH2:22][CH2:21]2)=[CH:7][N:6]=[C:5]([NH:4][CH2:3][CH2:2][NH:1][C:27]2[CH:32]=[CH:31][C:30]([N+:33]([O-:35])=[O:34])=[CH:29][N:28]=2)[N:10]=1. The yield is 0.600. (3) The reactants are [Br:1][C:2]1[S:6][C:5]([C:7]([S:10][CH2:11][CH2:12][C:13]([O:15][CH3:16])=[O:14])([CH3:9])[CH3:8])=[N:4][CH:3]=1.CO.[OH2:19].[OH2:20].O.O.O.O.C(O[O-])(=O)C1C(=CC=CC=1)C([O-])=O.[Mg+2]. The catalyst is ClCCl.[O-]S([O-])(=S)=O.[Na+].[Na+].O. The product is [Br:1][C:2]1[S:6][C:5]([C:7]([S:10]([CH2:11][CH2:12][C:13]([O:15][CH3:16])=[O:14])(=[O:20])=[O:19])([CH3:9])[CH3:8])=[N:4][CH:3]=1. The yield is 0.960.